This data is from Reaction yield outcomes from USPTO patents with 853,638 reactions. The task is: Predict the reaction yield, written as a fraction of the theoretical maximum amount of product (1.0 means a 100% yield; for example, 0.34 means a 34% yield). The reactants are [CH3:1][O:2][C:3]1[CH:4]=[C:5]2[C:10](=[C:11]([C:13]#[N:14])[CH:12]=1)[C:9](=[O:15])[N:8]([C:16]1[CH:21]=[CH:20][C:19]([O:22][CH3:23])=[CH:18][CH:17]=1)[CH:7]=[CH:6]2.[Br:24]N1C(=O)CCC1=O. No catalyst specified. The product is [Br:24][C:6]1[C:5]2[C:10](=[C:11]([C:13]#[N:14])[CH:12]=[C:3]([O:2][CH3:1])[CH:4]=2)[C:9](=[O:15])[N:8]([C:16]2[CH:21]=[CH:20][C:19]([O:22][CH3:23])=[CH:18][CH:17]=2)[CH:7]=1. The yield is 0.833.